Dataset: Retrosynthesis with 50K atom-mapped reactions and 10 reaction types from USPTO. Task: Predict the reactants needed to synthesize the given product. (1) Given the product CC(=O)O[C@@H]1CCNc2nc(-c3ccccc3)c(-c3ccccc3)nc21, predict the reactants needed to synthesize it. The reactants are: CC(=O)O[C@@H]1CCN(C(=O)OC(C)(C)C)c2nc(-c3ccccc3)c(-c3ccccc3)nc21. (2) Given the product Cc1cc(Nc2nc(Cl)cc3cc[nH]c(=O)c23)ccc1C1CCN(C(=O)OC(C)(C)C)CC1, predict the reactants needed to synthesize it. The reactants are: Cc1cc(N)ccc1C1CCN(C(=O)OC(C)(C)C)CC1.O=c1[nH]ccc2cc(Cl)nc(Cl)c12. (3) Given the product CC(=O)NCCc1ccccc1-c1onc([C@H]2C[NH2+]CC[C@]2(O)c2ccc(COCC(F)(F)COC(C)C)cc2)c1Br, predict the reactants needed to synthesize it. The reactants are: CC(=O)NCCc1ccccc1-c1onc([C@H]2CN(C(=O)OC(C)(C)C)CC[C@]2(O)c2ccc(COCC(F)(F)COC(C)C)cc2)c1Br.ClCCl.